From a dataset of NCI-60 drug combinations with 297,098 pairs across 59 cell lines. Regression. Given two drug SMILES strings and cell line genomic features, predict the synergy score measuring deviation from expected non-interaction effect. (1) Drug 1: CC1=C2C(C(=O)C3(C(CC4C(C3C(C(C2(C)C)(CC1OC(=O)C(C(C5=CC=CC=C5)NC(=O)OC(C)(C)C)O)O)OC(=O)C6=CC=CC=C6)(CO4)OC(=O)C)OC)C)OC. Drug 2: C(=O)(N)NO. Cell line: MDA-MB-231. Synergy scores: CSS=16.7, Synergy_ZIP=-8.55, Synergy_Bliss=-15.3, Synergy_Loewe=-15.8, Synergy_HSA=-12.4. (2) Drug 1: CN(CCCl)CCCl.Cl. Drug 2: C1CNP(=O)(OC1)N(CCCl)CCCl. Cell line: M14. Synergy scores: CSS=3.32, Synergy_ZIP=-2.44, Synergy_Bliss=-1.02, Synergy_Loewe=-10.5, Synergy_HSA=-2.65. (3) Drug 1: CC1=C(C(=CC=C1)Cl)NC(=O)C2=CN=C(S2)NC3=CC(=NC(=N3)C)N4CCN(CC4)CCO. Drug 2: CC1C(C(CC(O1)OC2CC(OC(C2O)C)OC3=CC4=CC5=C(C(=O)C(C(C5)C(C(=O)C(C(C)O)O)OC)OC6CC(C(C(O6)C)O)OC7CC(C(C(O7)C)O)OC8CC(C(C(O8)C)O)(C)O)C(=C4C(=C3C)O)O)O)O. Cell line: SK-MEL-28. Synergy scores: CSS=65.1, Synergy_ZIP=1.63, Synergy_Bliss=2.37, Synergy_Loewe=1.06, Synergy_HSA=1.55. (4) Drug 1: CCC1=C2CN3C(=CC4=C(C3=O)COC(=O)C4(CC)O)C2=NC5=C1C=C(C=C5)O. Synergy scores: CSS=46.1, Synergy_ZIP=-5.48, Synergy_Bliss=-4.74, Synergy_Loewe=-6.05, Synergy_HSA=-1.09. Cell line: COLO 205. Drug 2: CC1C(C(CC(O1)OC2CC(CC3=C2C(=C4C(=C3O)C(=O)C5=C(C4=O)C(=CC=C5)OC)O)(C(=O)CO)O)N)O.Cl. (5) Drug 1: CS(=O)(=O)C1=CC(=C(C=C1)C(=O)NC2=CC(=C(C=C2)Cl)C3=CC=CC=N3)Cl. Drug 2: B(C(CC(C)C)NC(=O)C(CC1=CC=CC=C1)NC(=O)C2=NC=CN=C2)(O)O. Cell line: CAKI-1. Synergy scores: CSS=-8.64, Synergy_ZIP=-1.69, Synergy_Bliss=-11.5, Synergy_Loewe=-8.34, Synergy_HSA=-10.5.